From a dataset of NCI-60 drug combinations with 297,098 pairs across 59 cell lines. Regression. Given two drug SMILES strings and cell line genomic features, predict the synergy score measuring deviation from expected non-interaction effect. (1) Drug 1: COC1=C(C=C2C(=C1)N=CN=C2NC3=CC(=C(C=C3)F)Cl)OCCCN4CCOCC4. Drug 2: CC1C(C(CC(O1)OC2CC(CC3=C2C(=C4C(=C3O)C(=O)C5=CC=CC=C5C4=O)O)(C(=O)C)O)N)O. Cell line: ACHN. Synergy scores: CSS=65.2, Synergy_ZIP=3.57, Synergy_Bliss=4.39, Synergy_Loewe=7.29, Synergy_HSA=8.36. (2) Drug 1: C1=CC(=CC=C1CCC2=CNC3=C2C(=O)NC(=N3)N)C(=O)NC(CCC(=O)O)C(=O)O. Drug 2: C1=NC2=C(N=C(N=C2N1C3C(C(C(O3)CO)O)O)F)N. Cell line: SR. Synergy scores: CSS=53.9, Synergy_ZIP=12.6, Synergy_Bliss=10.1, Synergy_Loewe=3.47, Synergy_HSA=10.9. (3) Drug 1: CS(=O)(=O)OCCCCOS(=O)(=O)C. Drug 2: CC(C)(C#N)C1=CC(=CC(=C1)CN2C=NC=N2)C(C)(C)C#N. Cell line: NCI/ADR-RES. Synergy scores: CSS=-5.32, Synergy_ZIP=3.12, Synergy_Bliss=7.22, Synergy_Loewe=0.143, Synergy_HSA=1.04. (4) Drug 1: CCC(=C(C1=CC=CC=C1)C2=CC=C(C=C2)OCCN(C)C)C3=CC=CC=C3.C(C(=O)O)C(CC(=O)O)(C(=O)O)O. Drug 2: C1=CC=C(C(=C1)C(C2=CC=C(C=C2)Cl)C(Cl)Cl)Cl. Cell line: DU-145. Synergy scores: CSS=2.03, Synergy_ZIP=-3.07, Synergy_Bliss=-6.57, Synergy_Loewe=-2.32, Synergy_HSA=-5.68. (5) Drug 1: C1=CC(=CC=C1CCCC(=O)O)N(CCCl)CCCl. Drug 2: CCN(CC)CCNC(=O)C1=C(NC(=C1C)C=C2C3=C(C=CC(=C3)F)NC2=O)C. Cell line: HOP-92. Synergy scores: CSS=21.2, Synergy_ZIP=-9.37, Synergy_Bliss=-8.95, Synergy_Loewe=-12.9, Synergy_HSA=-12.7. (6) Drug 1: C1CCC(C1)C(CC#N)N2C=C(C=N2)C3=C4C=CNC4=NC=N3. Drug 2: CN1CCC(CC1)COC2=C(C=C3C(=C2)N=CN=C3NC4=C(C=C(C=C4)Br)F)OC. Cell line: MOLT-4. Synergy scores: CSS=-0.373, Synergy_ZIP=-3.53, Synergy_Bliss=-4.04, Synergy_Loewe=-5.45, Synergy_HSA=-3.94. (7) Drug 1: CCC1(CC2CC(C3=C(CCN(C2)C1)C4=CC=CC=C4N3)(C5=C(C=C6C(=C5)C78CCN9C7C(C=CC9)(C(C(C8N6C=O)(C(=O)OC)O)OC(=O)C)CC)OC)C(=O)OC)O.OS(=O)(=O)O. Drug 2: CN1C2=C(C=C(C=C2)N(CCCl)CCCl)N=C1CCCC(=O)O.Cl. Cell line: A498. Synergy scores: CSS=-0.572, Synergy_ZIP=3.11, Synergy_Bliss=6.20, Synergy_Loewe=-1.73, Synergy_HSA=-0.515.